Dataset: Reaction yield outcomes from USPTO patents with 853,638 reactions. Task: Predict the reaction yield, written as a fraction of the theoretical maximum amount of product (1.0 means a 100% yield; for example, 0.34 means a 34% yield). (1) The reactants are [NH2:1][C:2]1[CH:28]=[CH:27][C:5]([CH2:6][C@@H:7]2[CH2:11][CH2:10][C@H:9]([C@H:12]([OH:19])[C:13]3[CH:18]=[CH:17][CH:16]=[CH:15][CH:14]=3)[N:8]2[C:20]([O:22][C:23]([CH3:26])([CH3:25])[CH3:24])=[O:21])=[CH:4][C:3]=1[Br:29].[NH2:30][C:31]1[S:32][CH:33]=[C:34]([CH2:36][C:37](O)=[O:38])[N:35]=1.C1C=CC2N(O)N=NC=2C=1.CCN(C(C)C)C(C)C. The catalyst is CN(C=O)C.C(Cl)CCl. The product is [NH2:30][C:31]1[S:32][CH:33]=[C:34]([CH2:36][C:37]([NH:1][C:2]2[CH:28]=[CH:27][C:5]([CH2:6][C@@H:7]3[CH2:11][CH2:10][C@H:9]([C@H:12]([OH:19])[C:13]4[CH:18]=[CH:17][CH:16]=[CH:15][CH:14]=4)[N:8]3[C:20]([O:22][C:23]([CH3:24])([CH3:25])[CH3:26])=[O:21])=[CH:4][C:3]=2[Br:29])=[O:38])[N:35]=1. The yield is 0.810. (2) The reactants are [CH3:1][NH:2][CH2:3][CH:4]1[CH2:8][CH2:7][N:6]([C:9]([O:11][C:12]([CH3:15])([CH3:14])[CH3:13])=[O:10])[CH2:5]1.C(N(CC)CC)C.C1C=CC(P(N=[N+]=[N-])(C2C=CC=CC=2)=O)=CC=1.[O:40]=[C:41]1[CH2:46][S:45][C:44]2[CH:47]=[CH:48][C:49]([C:51](O)=[O:52])=[N:50][C:43]=2[NH:42]1. The catalyst is CN(C=O)C. The product is [CH3:1][N:2]([CH2:3][CH:4]1[CH2:8][CH2:7][N:6]([C:9]([O:11][C:12]([CH3:15])([CH3:14])[CH3:13])=[O:10])[CH2:5]1)[C:51]([C:49]1[CH:48]=[CH:47][C:44]2[S:45][CH2:46][C:41](=[O:40])[NH:42][C:43]=2[N:50]=1)=[O:52]. The yield is 0.830.